Task: Predict the reactants needed to synthesize the given product.. Dataset: Full USPTO retrosynthesis dataset with 1.9M reactions from patents (1976-2016) (1) The reactants are: [Br:1][C:2]1[N:7]=[CH:6][C:5]([CH2:8][OH:9])=[C:4]([I:10])[CH:3]=1.[Cr](O[Cr]([O-])(=O)=O)([O-])(=O)=O.[NH+]1C=CC=CC=1.[NH+]1C=CC=CC=1. Given the product [Br:1][C:2]1[CH:3]=[C:4]([I:10])[C:5]([CH:8]=[O:9])=[CH:6][N:7]=1, predict the reactants needed to synthesize it. (2) Given the product [CH3:21][C:20]([CH3:23])([CH3:22])[CH2:19][N:18]1[C:2](=[O:8])[C:3](=[O:5])[N:15]([C:11]2[CH:10]=[N:9][CH:14]=[CH:13][CH:12]=2)[C:16]1=[S:17], predict the reactants needed to synthesize it. The reactants are: Cl[C:2](=[O:8])[C:3]([O:5]CC)=O.[N:9]1[CH:14]=[CH:13][CH:12]=[C:11]([NH:15][C:16]([NH:18][CH2:19][C:20]([CH3:23])([CH3:22])[CH3:21])=[S:17])[CH:10]=1.C([O-])([O-])=O.[K+].[K+]. (3) Given the product [CH3:1][O:2][C:3](=[O:14])[C@@H:4]([N:5]1[CH:24]=[CH:25][C:21]([C:15]2[CH:20]=[CH:19][CH:18]=[CH:17][CH:16]=2)=[CH:22]1)[CH2:6][C:7]1[CH:8]=[CH:9][C:10]([OH:13])=[CH:11][CH:12]=1, predict the reactants needed to synthesize it. The reactants are: [CH3:1][O:2][C:3](=[O:14])[C@H:4]([CH2:6][C:7]1[CH:12]=[CH:11][C:10]([OH:13])=[CH:9][CH:8]=1)[NH2:5].[C:15]1([CH:21]2[CH2:25][CH:24](OC)O[CH:22]2OC)[CH:20]=[CH:19][CH:18]=[CH:17][CH:16]=1.CC([O-])=O.[Na+]. (4) Given the product [F:1][C:2]1[CH:3]=[CH:4][C:5]([CH:8]([NH:19][C:20](=[O:26])[O:21][C:22]([CH3:23])([CH3:24])[CH3:25])[C:44](=[O:45])[C:42]2[CH:41]=[CH:40][CH:39]=[C:38]3[C:43]=2[N:34]=[CH:35][CH:36]=[CH:37]3)=[CH:6][CH:7]=1, predict the reactants needed to synthesize it. The reactants are: [F:1][C:2]1[CH:7]=[CH:6][C:5]([CH:8]([NH:19][C:20](=[O:26])[O:21][C:22]([CH3:25])([CH3:24])[CH3:23])S(C2C=CC(C)=CC=2)(=O)=O)=[CH:4][CH:3]=1.C(N(CC)CC)C.[N:34]1[C:43]2[C:38](=[CH:39][CH:40]=[CH:41][C:42]=2[CH:44]=[O:45])[CH:37]=[CH:36][CH:35]=1.[Cl-].[NH4+]. (5) The reactants are: Br[C:2]1[N:6]2[CH2:7][CH2:8][N:9]([C:11]([O:13][C:14]([CH3:17])([CH3:16])[CH3:15])=[O:12])[CH2:10][C:5]2=[N:4][N:3]=1.[CH3:18][O-:19].[Na+]. Given the product [C:14]([O:13][C:11]([N:9]1[CH2:8][CH2:7][N:6]2[C:2]([O:19][CH3:18])=[N:3][N:4]=[C:5]2[CH2:10]1)=[O:12])([CH3:17])([CH3:16])[CH3:15], predict the reactants needed to synthesize it. (6) Given the product [N:31]1([CH2:29][C:26]2[CH:25]=[CH:24][C:23]([C:19]3[CH:20]=[CH:21][CH:22]=[C:17]([C:16]4[N:11]5[N:10]=[CH:9][C:8]([C:6]([C:2]6[S:1][CH:5]=[CH:4][CH:3]=6)=[O:7])=[C:12]5[N:13]=[CH:14][CH:15]=4)[CH:18]=3)=[CH:28][CH:27]=2)[CH2:36][CH2:35][O:34][CH2:33][CH2:32]1, predict the reactants needed to synthesize it. The reactants are: [S:1]1[CH:5]=[CH:4][CH:3]=[C:2]1[C:6]([C:8]1[CH:9]=[N:10][N:11]2[C:16]([C:17]3[CH:18]=[C:19]([C:23]4[CH:28]=[CH:27][C:26]([CH:29]=O)=[CH:25][CH:24]=4)[CH:20]=[CH:21][CH:22]=3)=[CH:15][CH:14]=[N:13][C:12]=12)=[O:7].[NH:31]1[CH2:36][CH2:35][O:34][CH2:33][CH2:32]1.C(O[BH-](OC(=O)C)OC(=O)C)(=O)C.[Na+].C(O)(=O)C. (7) Given the product [N:16]1([C:4]2[C:5]3[CH:10]=[CH:9][N:8]([CH2:11][C:12]([F:15])([F:14])[F:13])[C:6]=3[N:7]=[C:2]([C:30]3[CH:39]=[CH:38][C:33]4[NH:34][C:35]([NH2:37])=[N:36][C:32]=4[CH:31]=3)[N:3]=2)[CH2:21][CH2:20][O:19][CH2:18][CH2:17]1, predict the reactants needed to synthesize it. The reactants are: Cl[C:2]1[N:3]=[C:4]([N:16]2[CH2:21][CH2:20][O:19][CH2:18][CH2:17]2)[C:5]2[CH:10]=[CH:9][N:8]([CH2:11][C:12]([F:15])([F:14])[F:13])[C:6]=2[N:7]=1.CC1(C)C(C)(C)OB([C:30]2[CH:39]=[CH:38][C:33]3[NH:34][C:35]([NH2:37])=[N:36][C:32]=3[CH:31]=2)O1.C(=O)(O)[O-].[K+].